From a dataset of Full USPTO retrosynthesis dataset with 1.9M reactions from patents (1976-2016). Predict the reactants needed to synthesize the given product. (1) Given the product [C:14]([O:13][C:11]([N:18]1[CH2:23][CH2:22][CH:21]([NH:1][CH2:2][CH:3]([OH:4])[C:5]2[CH:10]=[CH:9][CH:8]=[CH:7][N:6]=2)[CH2:20][CH2:19]1)=[O:12])([CH3:17])([CH3:15])[CH3:16], predict the reactants needed to synthesize it. The reactants are: [NH2:1][CH2:2][CH:3]([C:5]1[CH:10]=[CH:9][CH:8]=[CH:7][N:6]=1)[OH:4].[C:11]([N:18]1[CH2:23][CH2:22][CH2:21][CH2:20][C:19]1=O)([O:13][C:14]([CH3:17])([CH3:16])[CH3:15])=[O:12].C(O)(=O)C.C(O[BH-](OC(=O)C)OC(=O)C)(=O)C.[Na+]. (2) Given the product [CH3:13][O:14][C:15]([C:16]1[CH:21]=[CH:20][CH:19]=[C:18]([N:11]2[CH2:10][CH2:9][C:7]3[N:8]=[C:3]([S:2][CH3:1])[N:4]=[CH:5][C:6]=3[CH2:12]2)[N:17]=1)=[O:23], predict the reactants needed to synthesize it. The reactants are: [CH3:1][S:2][C:3]1[N:4]=[CH:5][C:6]2[CH2:12][NH:11][CH2:10][CH2:9][C:7]=2[N:8]=1.[CH3:13][O:14][C:15](=[O:23])[C:16]1[CH:21]=[CH:20][CH:19]=[C:18](Br)[N:17]=1.C1C=CC(P(C2C(C3C(P(C4C=CC=CC=4)C4C=CC=CC=4)=CC=C4C=3C=CC=C4)=C3C(C=CC=C3)=CC=2)C2C=CC=CC=2)=CC=1.C([O-])([O-])=O.[Cs+].[Cs+].